Dataset: NCI-60 drug combinations with 297,098 pairs across 59 cell lines. Task: Regression. Given two drug SMILES strings and cell line genomic features, predict the synergy score measuring deviation from expected non-interaction effect. (1) Drug 1: COC1=NC(=NC2=C1N=CN2C3C(C(C(O3)CO)O)O)N. Drug 2: CC12CCC3C(C1CCC2OP(=O)(O)O)CCC4=C3C=CC(=C4)OC(=O)N(CCCl)CCCl.[Na+]. Cell line: SK-MEL-28. Synergy scores: CSS=11.4, Synergy_ZIP=0.617, Synergy_Bliss=-0.446, Synergy_Loewe=-1.51, Synergy_HSA=-1.62. (2) Drug 1: CC1=C(C(=O)C2=C(C1=O)N3CC4C(C3(C2COC(=O)N)OC)N4)N. Drug 2: COC1=C2C(=CC3=C1OC=C3)C=CC(=O)O2. Cell line: MALME-3M. Synergy scores: CSS=9.17, Synergy_ZIP=-2.29, Synergy_Bliss=-0.0574, Synergy_Loewe=-13.8, Synergy_HSA=-3.47. (3) Drug 1: CNC(=O)C1=CC=CC=C1SC2=CC3=C(C=C2)C(=NN3)C=CC4=CC=CC=N4. Drug 2: CCC1=C2CN3C(=CC4=C(C3=O)COC(=O)C4(CC)O)C2=NC5=C1C=C(C=C5)O. Cell line: SK-MEL-2. Synergy scores: CSS=19.1, Synergy_ZIP=-0.223, Synergy_Bliss=3.32, Synergy_Loewe=-9.94, Synergy_HSA=2.26. (4) Drug 1: CC1CCC2CC(C(=CC=CC=CC(CC(C(=O)C(C(C(=CC(C(=O)CC(OC(=O)C3CCCCN3C(=O)C(=O)C1(O2)O)C(C)CC4CCC(C(C4)OC)OCCO)C)C)O)OC)C)C)C)OC. Drug 2: CCC1(CC2CC(C3=C(CCN(C2)C1)C4=CC=CC=C4N3)(C5=C(C=C6C(=C5)C78CCN9C7C(C=CC9)(C(C(C8N6C)(C(=O)OC)O)OC(=O)C)CC)OC)C(=O)OC)O.OS(=O)(=O)O. Cell line: RXF 393. Synergy scores: CSS=3.11, Synergy_ZIP=-2.09, Synergy_Bliss=-1.96, Synergy_Loewe=-0.628, Synergy_HSA=-0.599.